Task: Regression. Given a peptide amino acid sequence and an MHC pseudo amino acid sequence, predict their binding affinity value. This is MHC class I binding data.. Dataset: Peptide-MHC class I binding affinity with 185,985 pairs from IEDB/IMGT (1) The peptide sequence is EMGRAPLDL. The MHC is HLA-E01:03 with pseudo-sequence HLA-E01:03. The binding affinity (normalized) is 0. (2) The peptide sequence is ASPLHVAWR. The MHC is Patr-A0301 with pseudo-sequence Patr-A0301. The binding affinity (normalized) is 0.390. (3) The peptide sequence is LSEYETMVDY. The MHC is HLA-A31:01 with pseudo-sequence HLA-A31:01. The binding affinity (normalized) is 0. (4) The peptide sequence is ISIRPRVTK. The MHC is HLA-A68:01 with pseudo-sequence HLA-A68:01. The binding affinity (normalized) is 0.419.